Regression. Given two drug SMILES strings and cell line genomic features, predict the synergy score measuring deviation from expected non-interaction effect. From a dataset of NCI-60 drug combinations with 297,098 pairs across 59 cell lines. (1) Drug 1: C1=C(C(=O)NC(=O)N1)F. Drug 2: CN1C2=C(C=C(C=C2)N(CCCl)CCCl)N=C1CCCC(=O)O.Cl. Cell line: M14. Synergy scores: CSS=44.3, Synergy_ZIP=8.22, Synergy_Bliss=6.41, Synergy_Loewe=-0.883, Synergy_HSA=5.07. (2) Drug 1: C1C(C(OC1N2C=NC3=C(N=C(N=C32)Cl)N)CO)O. Drug 2: C1CN1C2=NC(=NC(=N2)N3CC3)N4CC4. Cell line: T-47D. Synergy scores: CSS=11.3, Synergy_ZIP=-4.68, Synergy_Bliss=1.71, Synergy_Loewe=-0.345, Synergy_HSA=1.12. (3) Drug 1: CNC(=O)C1=NC=CC(=C1)OC2=CC=C(C=C2)NC(=O)NC3=CC(=C(C=C3)Cl)C(F)(F)F. Drug 2: C1CN(P(=O)(OC1)NCCCl)CCCl. Cell line: HCT116. Synergy scores: CSS=-1.80, Synergy_ZIP=-0.767, Synergy_Bliss=-3.62, Synergy_Loewe=-8.23, Synergy_HSA=-6.47.